Dataset: Full USPTO retrosynthesis dataset with 1.9M reactions from patents (1976-2016). Task: Predict the reactants needed to synthesize the given product. (1) The reactants are: C([C:3]1[C:4]([OH:28])=[C:5]([C:24]([O:26]C)=[O:25])[C:6](=[O:23])[NH:7][C:8]=1[C:9]1[CH:14]=[CH:13][C:12]([C:15]2[CH2:16][CH2:17][N:18]([CH2:21][CH3:22])[CH2:19][CH:20]=2)=[CH:11][CH:10]=1)C.[I-].[Li+].[CH3:31][CH2:32]OC(C)=O. Given the product [CH2:31]([N:7]1[C:8]([C:9]2[CH:10]=[CH:11][C:12]([C:15]3[CH2:16][CH2:17][N:18]([CH2:21][CH3:22])[CH2:19][CH:20]=3)=[CH:13][CH:14]=2)=[CH:3][C:4]([OH:28])=[C:5]([C:24]([OH:26])=[O:25])[C:6]1=[O:23])[CH3:32], predict the reactants needed to synthesize it. (2) Given the product [CH3:1][CH:2]1[CH2:7][CH2:6][N:5]([CH:8]2[CH2:13][CH2:12][N:11]([S:20]([C:14]3[CH:19]=[CH:18][CH:17]=[CH:16][CH:15]=3)(=[O:22])=[O:21])[CH2:10][CH2:9]2)[CH2:4][CH2:3]1, predict the reactants needed to synthesize it. The reactants are: [CH3:1][CH:2]1[CH2:7][CH2:6][N:5]([CH:8]2[CH2:13][CH2:12][NH:11][CH2:10][CH2:9]2)[CH2:4][CH2:3]1.[C:14]1([S:20](Cl)(=[O:22])=[O:21])[CH:19]=[CH:18][CH:17]=[CH:16][CH:15]=1. (3) Given the product [C:26]([NH:25][C:24]1[CH:29]=[CH:30][C:21]([NH:20][C:2]2[N:7]=[C:6]([C:8]3[CH:19]=[CH:18][C:11]([C:12]([NH:14][CH2:15][C:16]#[N:17])=[O:13])=[CH:10][CH:9]=3)[CH:5]=[CH:4][N:3]=2)=[CH:22][CH:23]=1)(=[O:28])[CH3:27], predict the reactants needed to synthesize it. The reactants are: Cl[C:2]1[N:7]=[C:6]([C:8]2[CH:19]=[CH:18][C:11]([C:12]([NH:14][CH2:15][C:16]#[N:17])=[O:13])=[CH:10][CH:9]=2)[CH:5]=[CH:4][N:3]=1.[NH2:20][C:21]1[CH:30]=[CH:29][C:24]([NH:25][C:26](=[O:28])[CH3:27])=[CH:23][CH:22]=1.CCN(C(C)C)C(C)C.CS(C)=O.